The task is: Predict the reactants needed to synthesize the given product.. This data is from Full USPTO retrosynthesis dataset with 1.9M reactions from patents (1976-2016). (1) Given the product [O:1]([C:9]1[CH:10]=[CH:11][C:12]([CH2:15][CH2:16][CH2:17][CH2:18][NH2:19])=[CH:13][CH:14]=1)[CH2:2][CH2:3][O:4][CH2:5][CH2:6][O:7][CH3:8], predict the reactants needed to synthesize it. The reactants are: [O:1]([C:9]1[CH:14]=[CH:13][C:12]([CH:15](C(OCC2C=CC=CC=2)=O)[CH2:16][CH2:17][CH2:18][NH2:19])=[CH:11][CH:10]=1)[CH2:2][CH2:3][O:4][CH2:5][CH2:6][O:7][CH3:8]. (2) Given the product [C:16]([O:19][C@@H:20]1[C@@H:25]([CH3:26])[CH2:24][C@@H:23]([C:27]2[CH:32]=[CH:31][N:30]=[CH:29][C:28]=2[NH:33][C:34]2[N:10]3[N:11]=[C:12]([Cl:15])[CH:13]=[CH:14][C:9]3=[CH:8][N:5]=2)[CH2:22][C@H:21]1[NH:36][C:37]([O:39][C:40]([CH3:41])([CH3:43])[CH3:42])=[O:38])(=[O:18])[CH3:17], predict the reactants needed to synthesize it. The reactants are: P(C)(C)C.[N:5]([CH2:8][C:9]1[N:10]=[N:11][C:12]([Cl:15])=[CH:13][CH:14]=1)=[N+]=[N-].[C:16]([O:19][C@@H:20]1[C@@H:25]([CH3:26])[CH2:24][C@@H:23]([C:27]2[CH:32]=[CH:31][N:30]=[CH:29][C:28]=2[N:33]=[C:34]=S)[CH2:22][C@H:21]1[NH:36][C:37]([O:39][C:40]([CH3:43])([CH3:42])[CH3:41])=[O:38])(=[O:18])[CH3:17]. (3) Given the product [C:1]([O:5][C:6](=[O:25])[NH:7][CH2:8][C@H:9]1[N:14]([C:15]([C:16]2[C:17]([C:31]3[CH:30]=[CH:29][CH:28]=[C:27]([F:26])[CH:32]=3)=[CH:18][C:19]([CH3:22])=[CH:20][CH:21]=2)=[O:24])[CH2:13][C@@H:12]2[C@H:10]1[CH2:11]2)([CH3:4])([CH3:3])[CH3:2], predict the reactants needed to synthesize it. The reactants are: [C:1]([O:5][C:6](=[O:25])[NH:7][CH2:8][C@H:9]1[N:14]([C:15](=[O:24])[C:16]2[CH:21]=[CH:20][C:19]([CH3:22])=[CH:18][C:17]=2Br)[CH2:13][C@@H:12]2[C@H:10]1[CH2:11]2)([CH3:4])([CH3:3])[CH3:2].[F:26][C:27]1[CH:28]=[C:29](B(O)O)[CH:30]=[CH:31][CH:32]=1.C([O-])([O-])=O.[Na+].[Na+]. (4) Given the product [CH3:1][O:2][C:3]1[CH:8]=[CH:7][C:6]([C:33]2[N:38]=[C:37]([C:39]#[N:40])[CH:36]=[CH:35][CH:34]=2)=[CH:5][C:4]=1[CH:12]1[C:25]2[C:24](=[O:26])[CH2:23][C:22]([CH3:28])([CH3:27])[CH2:21][C:20]=2[O:19][C:18]2[CH2:17][C:16]([CH3:30])([CH3:29])[CH2:15][C:14](=[O:31])[C:13]1=2, predict the reactants needed to synthesize it. The reactants are: [CH3:1][O:2][C:3]1[CH:8]=[CH:7][C:6](B(O)O)=[CH:5][C:4]=1[CH:12]1[C:25]2[C:24](=[O:26])[CH2:23][C:22]([CH3:28])([CH3:27])[CH2:21][C:20]=2[O:19][C:18]2[CH2:17][C:16]([CH3:30])([CH3:29])[CH2:15][C:14](=[O:31])[C:13]1=2.Cl[C:33]1[N:38]=[C:37]([C:39]#[N:40])[CH:36]=[CH:35][CH:34]=1.C(=O)([O-])[O-].[Na+].[Na+].